From a dataset of Forward reaction prediction with 1.9M reactions from USPTO patents (1976-2016). Predict the product of the given reaction. (1) Given the reactants O1CCCC1.[CH3:6][C:7]1[CH:12]=[CH:11][N:10]=[C:9]([O:13][CH2:14][C:15]2[CH:20]=[CH:19][C:18]([CH2:21][C:22](Cl)=[N:23][OH:24])=[CH:17][CH:16]=2)[CH:8]=1.[C:26]([C:28]1[C:29]([NH2:34])=[N:30][CH:31]=[CH:32][CH:33]=1)#[CH:27].C(N(CC)CC)C, predict the reaction product. The product is: [CH3:6][C:7]1[CH:12]=[CH:11][N:10]=[C:9]([O:13][CH2:14][C:15]2[CH:20]=[CH:19][C:18]([CH2:21][C:22]3[CH:27]=[C:26]([C:28]4[C:29]([NH2:34])=[N:30][CH:31]=[CH:32][CH:33]=4)[O:24][N:23]=3)=[CH:17][CH:16]=2)[CH:8]=1. (2) Given the reactants [C:1]([O:5][C:6]([N:8]1[CH2:13][CH2:12][C:11](=[C:14]2[C:20]3[CH:21]=[CH:22][C:23]([Cl:25])=[CH:24][C:19]=3[C:18]([CH:26]([N:33]=[N+]=[N-])[C:27]3[N:28]([CH3:32])[CH:29]=[N:30][CH:31]=3)=[CH:17][C:16]3[CH:36]=[CH:37][CH:38]=[CH:39][C:15]2=3)[CH2:10][CH2:9]1)=[O:7])([CH3:4])([CH3:3])[CH3:2].O.O.Cl[Sn]Cl.[OH-].[Na+], predict the reaction product. The product is: [C:1]([O:5][C:6]([N:8]1[CH2:13][CH2:12][C:11](=[C:14]2[C:20]3[CH:21]=[CH:22][C:23]([Cl:25])=[CH:24][C:19]=3[C:18]([CH:26]([NH2:33])[C:27]3[N:28]([CH3:32])[CH:29]=[N:30][CH:31]=3)=[CH:17][C:16]3[CH:36]=[CH:37][CH:38]=[CH:39][C:15]2=3)[CH2:10][CH2:9]1)=[O:7])([CH3:4])([CH3:2])[CH3:3]. (3) Given the reactants [NH2:1][C:2]1[CH:7]=[CH:6][CH:5]=[CH:4][C:3]=1[NH:8][CH2:9][CH2:10][N:11]1[CH2:16][CH2:15][CH:14]([C:17]([O:19][C:20]([CH3:23])([CH3:22])[CH3:21])=[O:18])[CH2:13][CH2:12]1.O.[NH:25]1[C:33](=O)[C:31](=O)[C:29](=[O:30])[NH:28][C:26]1=[O:27].[B]=O, predict the reaction product. The product is: [O:27]=[C:26]1[NH:28][C:29](=[O:30])[C:31]2[C:33]([N:8]([CH2:9][CH2:10][N:11]3[CH2:16][CH2:15][CH:14]([C:17]([O:19][C:20]([CH3:23])([CH3:22])[CH3:21])=[O:18])[CH2:13][CH2:12]3)[C:3]3[CH:4]=[CH:5][CH:6]=[CH:7][C:2]=3[N:1]=2)=[N:25]1. (4) The product is: [Cl:20][C:18]1[CH:17]=[C:16]([N:21]2[C:22](=[O:31])[N:23]3[CH2:29][CH:28]([O:30][C:37](=[O:38])[C:36]4[CH:40]=[CH:41][C:33]([Br:32])=[CH:34][CH:35]=4)[CH2:27][N:24]3[C:25]2=[O:26])[CH:15]=[C:14]([Cl:13])[CH:19]=1. Given the reactants CCN=C=NCCCN(C)C.Cl.[Cl:13][C:14]1[CH:15]=[C:16]([N:21]2[C:25](=[O:26])[N:24]3[CH2:27][CH:28]([OH:30])[CH2:29][N:23]3[C:22]2=[O:31])[CH:17]=[C:18]([Cl:20])[CH:19]=1.[Br:32][C:33]1[CH:41]=[CH:40][C:36]([C:37](O)=[O:38])=[CH:35][CH:34]=1, predict the reaction product. (5) Given the reactants [CH3:1][O:2][C:3]1[N:4]=[CH:5][CH:6]=[C:7]2[CH:11]=[C:10]([CH3:12])[O:9][C:8]=12.C1C(=O)N([Br:20])C(=O)C1, predict the reaction product. The product is: [Br:20][C:6]1[CH:5]=[N:4][C:3]([O:2][CH3:1])=[C:8]2[O:9][C:10]([CH3:12])=[CH:11][C:7]=12. (6) Given the reactants [CH:1]([C:4]1[CH:10]=[CH:9][CH:8]=[C:7]([CH:11]([CH3:13])[CH3:12])[C:5]=1[NH2:6])([CH3:3])[CH3:2].C[Al](C)C.[CH3:18][O:19][C:20]1[CH:21]=[C:22]([CH:25]=[C:26]([CH3:28])[CH:27]=1)[C:23]#[N:24].ClCCl.CO, predict the reaction product. The product is: [CH:11]([C:7]1[CH:8]=[CH:9][CH:10]=[C:4]([CH:1]([CH3:3])[CH3:2])[C:5]=1[NH:6][C:23](=[NH:24])[C:22]1[CH:25]=[C:26]([CH3:28])[CH:27]=[C:20]([O:19][CH3:18])[CH:21]=1)([CH3:13])[CH3:12]. (7) The product is: [CH2:7]([NH:1][CH2:7][CH2:8][CH2:9][CH2:10][CH2:11][CH2:12][CH2:13][CH2:14]/[CH:15]=[CH:16]\[CH2:17][CH2:18][CH2:19][CH2:20][CH2:21][CH2:22][CH2:23][CH3:24])[CH2:8][CH2:9][CH2:10][CH2:11][CH2:12][CH2:13][CH2:14]/[CH:15]=[CH:16]\[CH2:17][CH2:18][CH2:19][CH2:20][CH2:21][CH2:22][CH2:23][CH3:24]. Given the reactants [NH3:1].CS(O[CH2:7][CH2:8][CH2:9][CH2:10][CH2:11][CH2:12][CH2:13][CH2:14]/[CH:15]=[CH:16]\[CH2:17][CH2:18][CH2:19][CH2:20][CH2:21][CH2:22][CH2:23][CH3:24])(=O)=O, predict the reaction product. (8) The product is: [CH2:13]([O:20][C:21]1[CH:26]=[CH:25][C:24]([C:2]2[C:10]3[C:9]([NH2:11])=[N:8][CH:7]=[N:6][C:5]=3[N:4]([CH3:12])[CH:3]=2)=[CH:23][CH:22]=1)[C:14]1[CH:19]=[CH:18][CH:17]=[CH:16][CH:15]=1. Given the reactants I[C:2]1[C:10]2[C:9]([NH2:11])=[N:8][CH:7]=[N:6][C:5]=2[N:4]([CH3:12])[CH:3]=1.[CH2:13]([O:20][C:21]1[CH:26]=[CH:25][C:24](B(O)O)=[CH:23][CH:22]=1)[C:14]1[CH:19]=[CH:18][CH:17]=[CH:16][CH:15]=1.[O-]P([O-])([O-])=O.[K+].[K+].[K+], predict the reaction product.